Dataset: Forward reaction prediction with 1.9M reactions from USPTO patents (1976-2016). Task: Predict the product of the given reaction. (1) The product is: [CH2:20]([C:19]([C:16]1[CH:17]=[CH:18][C:13]([C:10]2[CH:11]=[CH:12][C:7]([CH2:6][C:5]([OH:41])=[O:4])=[CH:8][CH:9]=2)=[C:14]([CH3:40])[CH:15]=1)([C:22]1[CH:27]=[CH:26][C:25](/[CH:28]=[CH:29]/[C:30]2([OH:36])[CH2:31][CH2:32][S:33][CH2:34][CH2:35]2)=[C:24]([CH3:37])[CH:23]=1)[CH2:38][CH3:39])[CH3:21]. Given the reactants [OH-].[Na+].C[O:4][C:5](=[O:41])[CH2:6][C:7]1[CH:12]=[CH:11][C:10]([C:13]2[CH:18]=[CH:17][C:16]([C:19]([CH2:38][CH3:39])([C:22]3[CH:27]=[CH:26][C:25](/[CH:28]=[CH:29]/[C:30]4([OH:36])[CH2:35][CH2:34][S:33][CH2:32][CH2:31]4)=[C:24]([CH3:37])[CH:23]=3)[CH2:20][CH3:21])=[CH:15][C:14]=2[CH3:40])=[CH:9][CH:8]=1, predict the reaction product. (2) Given the reactants [NH2:1][C:2]1[C:7]([C:8]#[N:9])=[C:6]([CH3:10])[C:5]([C:11]2[CH:16]=[CH:15][CH:14]=[CH:13][CH:12]=2)=[C:4]([N:17]2[CH2:21][CH2:20][C@H:19]([N:22]([CH3:24])[CH3:23])[CH2:18]2)[C:3]=1[NH:25][C:26](=O)[C:27]([CH3:30])([CH3:29])[CH3:28].[OH-].[Na+], predict the reaction product. The product is: [C:27]([C:26]1[NH:25][C:3]2[C:4]([N:17]3[CH2:21][CH2:20][C@H:19]([N:22]([CH3:24])[CH3:23])[CH2:18]3)=[C:5]([C:11]3[CH:16]=[CH:15][CH:14]=[CH:13][CH:12]=3)[C:6]([CH3:10])=[C:7]([C:8]#[N:9])[C:2]=2[N:1]=1)([CH3:30])([CH3:29])[CH3:28]. (3) Given the reactants [NH2:1][C:2]1[S:3][C:4]([CH3:14])=[C:5]([CH:7]([CH3:13])[C:8]([O:10][CH2:11][CH3:12])=[O:9])[N:6]=1.[Cl:15][CH2:16][C:17](=O)[CH2:18][C:19](OCC)=[O:20].C(=O)([O-])[O-].[Na+].[Na+], predict the reaction product. The product is: [Cl:15][CH2:16][C:17]1[N:1]=[C:2]2[S:3][C:4]([CH3:14])=[C:5]([CH:7]([CH3:13])[C:8]([O:10][CH2:11][CH3:12])=[O:9])[N:6]2[C:19](=[O:20])[CH:18]=1. (4) Given the reactants Cl[C:2]1[N:7]=[C:6]([C:8]([O:10][CH3:11])=[O:9])[C:5]([CH3:12])=[N:4][C:3]=1[CH2:13][CH2:14][CH3:15].C(N(CC)CC)C, predict the reaction product. The product is: [CH3:12][C:5]1[C:6]([C:8]([O:10][CH3:11])=[O:9])=[N:7][CH:2]=[C:3]([CH2:13][CH2:14][CH3:15])[N:4]=1. (5) The product is: [Cl:23][C:24]1[C:25]([CH2:30][NH:31][C:18]([CH:16]2[CH2:15][C:14](=[CH2:13])[CH2:17]2)=[O:20])=[N:26][CH:27]=[CH:28][N:29]=1. Given the reactants C(N1C=CN=C1)(N1C=CN=C1)=O.[CH2:13]=[C:14]1[CH2:17][CH:16]([C:18]([OH:20])=O)[CH2:15]1.Cl.Cl.[Cl:23][C:24]1[C:25]([CH2:30][NH2:31])=[N:26][CH:27]=[CH:28][N:29]=1.CCN(C(C)C)C(C)C, predict the reaction product. (6) Given the reactants Br[CH2:2][C:3]([C:5]1[CH:10]=[CH:9][CH:8]=[CH:7][CH:6]=1)=[O:4].[SiH4].[S-:12][C:13]#[N:14].[Na+], predict the reaction product. The product is: [S:12]([CH2:2][C:3]([C:5]1[CH:10]=[CH:9][CH:8]=[CH:7][CH:6]=1)=[O:4])[C:13]#[N:14]. (7) Given the reactants Cl[C:2]1[C:11]2[C:6](=[CH:7][CH:8]=[CH:9][CH:10]=2)[N:5]=[CH:4][C:3]=1[N+:12]([O-:14])=[O:13].Cl.[NH2:16][CH2:17][CH2:18][CH2:19][C:20]([O:22][CH2:23][CH3:24])=[O:21].C(N(CC)CC)C, predict the reaction product. The product is: [N+:12]([C:3]1[CH:4]=[N:5][C:6]2[C:11]([C:2]=1[NH:16][CH2:17][CH2:18][CH2:19][C:20]([O:22][CH2:23][CH3:24])=[O:21])=[CH:10][CH:9]=[CH:8][CH:7]=2)([O-:14])=[O:13]. (8) Given the reactants Cl[C:2]1[N:7]=[CH:6][N:5]=[C:4]2[NH:8][N:9]=[C:10]([CH:11]3[CH2:13][CH2:12]3)[C:3]=12.CC1(C)C(C)(C)OB([C:22]2[CH:23]=[C:24]([C:28]3([C:31]#[N:32])[CH2:30][CH2:29]3)[CH:25]=[CH:26][CH:27]=2)O1.C(=O)([O-])[O-].[Na+].[Na+], predict the reaction product. The product is: [CH:11]1([C:10]2[C:3]3[C:4](=[N:5][CH:6]=[N:7][C:2]=3[C:22]3[CH:23]=[C:24]([C:28]4([C:31]#[N:32])[CH2:29][CH2:30]4)[CH:25]=[CH:26][CH:27]=3)[NH:8][N:9]=2)[CH2:13][CH2:12]1. (9) Given the reactants [Li].[N+](C(C)C)([O-])=[O:3].Br[CH2:9][C:10]1[C:18]2[C:14](=[N:15][S:16][N:17]=2)[CH:13]=[CH:12][CH:11]=1, predict the reaction product. The product is: [N:15]1[S:16][N:17]=[C:18]2[C:10]([CH:9]=[O:3])=[CH:11][CH:12]=[CH:13][C:14]=12.